From a dataset of Forward reaction prediction with 1.9M reactions from USPTO patents (1976-2016). Predict the product of the given reaction. (1) Given the reactants C([C:3]1[CH:12]=[CH:11][C:6]([C:7]([O:9][CH3:10])=[O:8])=[C:5]([N+:13]([O-:15])=[O:14])[CH:4]=1)=O.Cl.[NH2:17][OH:18].C([O-])(=O)C.[Na+], predict the reaction product. The product is: [OH:18][N:17]=[C:3]1[CH:12]=[CH:11][C:6]([C:7]([O:9][CH3:10])=[O:8])=[C:5]([N+:13]([O-:15])=[O:14])[CH2:4]1. (2) Given the reactants [C@:1]12([CH2:11][S:12]([OH:15])(=[O:14])=[O:13])[C:8]([CH3:10])([CH3:9])[CH:5]([CH2:6][CH2:7]1)[CH2:4][C:2]2=[O:3], predict the reaction product. The product is: [CH3:9][C:8]1([CH3:10])[C:1]2([CH2:11][S:12]([OH:15])(=[O:14])=[O:13])[C:2]([CH2:4][CH:5]1[CH2:6][CH2:7]2)=[O:3].